This data is from Experimentally validated miRNA-target interactions with 360,000+ pairs, plus equal number of negative samples. The task is: Binary Classification. Given a miRNA mature sequence and a target amino acid sequence, predict their likelihood of interaction. The miRNA is hsa-miR-4446-5p with sequence AUUUCCCUGCCAUUCCCUUGGC. The protein sequence of the target gene is MKRRAGLGGSMRSVVGFLSQRGLHGDPLLTQDFQRRRLRGCRNLYKKDLLGHFGCVNAIEFSNNGGQWLVSGGDDRRVLLWHMEQAIHSRVKPIQLKGEHHSNIFCLAFNSGNTKVFSGGNDEQVILHDVESSETLDVFAHEDAVYGLSVSPVNDNIFASSSDDGRVLIWDIRESPHGEPFCLANYPSAFHSVMFNPVEPRLLATANSKEGVGLWDIRKPQSSLLRYGGNLSLQSAMSVRFNSNGTQLLALRRRLPPVLYDIHSRLPVFQFDNQGYFNSCTMKSCCFAGDRDQYILSGSD.... Result: 1 (interaction).